This data is from Peptide-MHC class II binding affinity with 134,281 pairs from IEDB. The task is: Regression. Given a peptide amino acid sequence and an MHC pseudo amino acid sequence, predict their binding affinity value. This is MHC class II binding data. (1) The peptide sequence is SAAPLRTITADTFRK. The MHC is DRB1_0901 with pseudo-sequence DRB1_0901. The binding affinity (normalized) is 0.324. (2) The peptide sequence is INRNTGEIRTMNNFLDREIY. The MHC is DRB1_0401 with pseudo-sequence DRB1_0401. The binding affinity (normalized) is 0.213. (3) The peptide sequence is AASIIGILHLILWIL. The MHC is DRB1_1501 with pseudo-sequence DRB1_1501. The binding affinity (normalized) is 0.223. (4) The peptide sequence is FKSGRGCGSCFEIKC. The MHC is DRB1_0101 with pseudo-sequence DRB1_0101. The binding affinity (normalized) is 0.425. (5) The peptide sequence is NRIMADGGSIQNTNL. The MHC is DRB1_0101 with pseudo-sequence DRB1_0101. The binding affinity (normalized) is 0.373. (6) The peptide sequence is EKKYFAATQFGPLAA. The MHC is HLA-DPA10201-DPB10501 with pseudo-sequence HLA-DPA10201-DPB10501. The binding affinity (normalized) is 0.719. (7) The peptide sequence is LAARTLLAAADELVG. The MHC is HLA-DPA10301-DPB10402 with pseudo-sequence HLA-DPA10301-DPB10402. The binding affinity (normalized) is 0.541. (8) The peptide sequence is RGTHPFSRIRDGLQY. The MHC is HLA-DQA10501-DQB10402 with pseudo-sequence HLA-DQA10501-DQB10402. The binding affinity (normalized) is 0.528. (9) The peptide sequence is DDLMGSRSNFDSTLI. The MHC is DRB5_0101 with pseudo-sequence DRB5_0101. The binding affinity (normalized) is 0.0406. (10) The peptide sequence is AYVSRLLDDLVIV. The MHC is DRB5_0101 with pseudo-sequence DRB5_0101. The binding affinity (normalized) is 0.0645.